This data is from Peptide-MHC class II binding affinity with 134,281 pairs from IEDB. The task is: Regression. Given a peptide amino acid sequence and an MHC pseudo amino acid sequence, predict their binding affinity value. This is MHC class II binding data. (1) The peptide sequence is LQGPFNFRFLTEKGM. The MHC is HLA-DPA10103-DPB10401 with pseudo-sequence HLA-DPA10103-DPB10401. The binding affinity (normalized) is 0.358. (2) The peptide sequence is KLVLNIKYTRPGDSL. The MHC is DRB1_1302 with pseudo-sequence DRB1_1302. The binding affinity (normalized) is 0.478. (3) The peptide sequence is MKTVGDKLEAFTVVAAKPGF. The MHC is DRB1_0101 with pseudo-sequence DRB1_0101. The binding affinity (normalized) is 0.787. (4) The peptide sequence is GGRLAFQEFMIVPSG. The MHC is DRB1_1101 with pseudo-sequence DRB1_1101. The binding affinity (normalized) is 0.357.